Dataset: Reaction yield outcomes from USPTO patents with 853,638 reactions. Task: Predict the reaction yield, written as a fraction of the theoretical maximum amount of product (1.0 means a 100% yield; for example, 0.34 means a 34% yield). (1) The reactants are B(Br)(Br)Br.[C:5]([N:13]1[C:21]2[C:16](=[CH:17][C:18]([O:22]C)=[CH:19][CH:20]=2)[C:15]([CH2:24][C:25]([OH:27])=[O:26])=[C:14]1[CH3:28])(=[O:12])[C:6]1[CH:11]=[CH:10][CH:9]=[CH:8][CH:7]=1. The catalyst is ClCCl. The product is [C:5]([N:13]1[C:21]2[C:16](=[CH:17][C:18]([OH:22])=[CH:19][CH:20]=2)[C:15]([CH2:24][C:25]([OH:27])=[O:26])=[C:14]1[CH3:28])(=[O:12])[C:6]1[CH:7]=[CH:8][CH:9]=[CH:10][CH:11]=1. The yield is 0.830. (2) The reactants are [CH2:1]([C:3]1[C:12]2[C:7](=[CH:8][C:9]([O:15][CH3:16])=[C:10]([O:13][CH3:14])[CH:11]=2)[CH:6]=[C:5]([OH:17])[N:4]=1)[CH3:2].[ClH:18].[CH2:19]([NH:26][C:27]1[C:36]([CH2:37][Cl:38])=[CH:35][C:34]2[C:29](=[CH:30][CH:31]=[C:32]([O:39][CH3:40])[CH:33]=2)[N:28]=1)[C:20]1[CH:25]=[CH:24][CH:23]=[CH:22][CH:21]=1.[Li+].[OH-]. The catalyst is C1COCC1.C(Cl)Cl. The product is [ClH:38].[ClH:18].[CH2:19]([NH:26][C:27]1[C:36]([CH2:37][C:6]2[C:7]3[C:12](=[CH:11][C:10]([O:13][CH3:14])=[C:9]([O:15][CH3:16])[CH:8]=3)[C:3]([CH2:1][CH3:2])=[N:4][C:5]=2[OH:17])=[CH:35][C:34]2[C:29](=[CH:30][CH:31]=[C:32]([O:39][CH3:40])[CH:33]=2)[N:28]=1)[C:20]1[CH:21]=[CH:22][CH:23]=[CH:24][CH:25]=1. The yield is 0.0900. (3) The product is [CH3:11][C:4]1[N:3]=[C:2]([N:1]([C:12]([O:14][C:15]([CH3:18])([CH3:17])[CH3:16])=[O:13])[C:12]([O:14][C:15]([CH3:18])([CH3:17])[CH3:16])=[O:27])[CH:7]=[CH:6][C:5]=1[N+:8]([O-:10])=[O:9]. The yield is 1.00. The reactants are [NH2:1][C:2]1[CH:7]=[CH:6][C:5]([N+:8]([O-:10])=[O:9])=[C:4]([CH3:11])[N:3]=1.[C:12](O[C:12]([O:14][C:15]([CH3:18])([CH3:17])[CH3:16])=[O:13])([O:14][C:15]([CH3:18])([CH3:17])[CH3:16])=[O:13].[OH2:27]. The catalyst is ClCCl.